From a dataset of Full USPTO retrosynthesis dataset with 1.9M reactions from patents (1976-2016). Predict the reactants needed to synthesize the given product. (1) Given the product [CH3:1][O:2][C:3]([C:5]1[NH:6][C:7]([Br:10])=[CH:8][CH:9]=1)=[O:4], predict the reactants needed to synthesize it. The reactants are: [CH3:1][O:2][C:3]([C:5]1[NH:6][CH:7]=[CH:8][CH:9]=1)=[O:4].[Br:10]Br. (2) Given the product [O:1]1[CH:5]=[CH:4][CH:3]=[C:2]1[C:6]1[N:27]([CH2:26][CH2:25][C:22]2[CH:23]=[CH:24][C:19]([O:18][CH3:17])=[CH:20][CH:21]=2)[C:8](=[O:16])[C:9]2[C:10](=[CH:12][CH:13]=[CH:14][CH:15]=2)[N:11]=1, predict the reactants needed to synthesize it. The reactants are: [O:1]1[CH:5]=[CH:4][CH:3]=[C:2]1[C:6]1O[C:8](=[O:16])[C:9]2[CH:15]=[CH:14][CH:13]=[CH:12][C:10]=2[N:11]=1.[CH3:17][O:18][C:19]1[CH:24]=[CH:23][C:22]([CH2:25][CH2:26][NH2:27])=[CH:21][CH:20]=1. (3) Given the product [CH2:48]([O:49][C:23]1[CH:24]=[CH:25][C:26]([O:51][CH:3]2[CH2:2][CH2:7][NH:6][CH2:5][CH2:4]2)=[N:27][CH:28]=1)[C:38]1[CH:43]=[CH:42][CH:41]=[CH:40][CH:39]=1, predict the reactants needed to synthesize it. The reactants are: Br[C:2]1[CH:3]=[CH:4][C:5](N2CCN(C=O)CC2)=[N:6][CH:7]=1.FC1C=CC([C:23]2[CH:24]=[CH:25][C:26](N3CCN(C=O)CC3)=[N:27][CH:28]=2)=CC=1.F[C:38]1[CH:43]=[CH:42][C:41](B(O)O)=[CH:40][CH:39]=1.C[CH2:48][OH:49].C([O-])([O-])=[O:51].[Na+].[Na+]. (4) Given the product [CH2:15]([N:8]1[CH2:7][CH2:6][C:5]2[C:10](=[CH:11][CH:12]=[CH:13][C:4]=2[NH:1][C:18](=[O:19])[CH3:17])[CH2:9]1)[CH3:16], predict the reactants needed to synthesize it. The reactants are: [N+:1]([C:4]1[CH:13]=[CH:12][CH:11]=[C:10]2[C:5]=1[CH:6]=[CH:7][N:8]=[CH:9]2)([O-])=O.I[CH2:15][CH3:16].[CH3:17][CH2:18][OH:19]. (5) Given the product [Cl:18][C:19]1[CH:26]=[CH:25][C:22]([CH2:23][NH:1][C:2]2[CH:3]=[CH:4][C:5]([C:8]3[C:9]([NH2:17])=[N:10][C:11]([NH2:16])=[N:12][C:13]=3[CH2:14][CH3:15])=[CH:6][CH:7]=2)=[CH:21][CH:20]=1, predict the reactants needed to synthesize it. The reactants are: [NH2:1][C:2]1[CH:7]=[CH:6][C:5]([C:8]2[C:9]([NH2:17])=[N:10][C:11]([NH2:16])=[N:12][C:13]=2[CH2:14][CH3:15])=[CH:4][CH:3]=1.[Cl:18][C:19]1[CH:26]=[CH:25][C:22]([CH:23]=O)=[CH:21][CH:20]=1.C(O)(=O)C.C([BH3-])#N.[Na+]. (6) Given the product [CH2:15]([C:13]1[C:12]2[CH:19]=[CH:20][CH:21]=[CH:22][C:11]=2[S:10][C:9]2[CH:23]=[CH:24][C:6]([C:4]([CH:26]3[CH2:31][CH2:30][CH2:29][CH2:28][CH2:27]3)=[O:5])=[CH:7][C:8]=2[N:14]=1)[CH2:16][CH2:17][CH3:18], predict the reactants needed to synthesize it. The reactants are: CON(C)[C:4]([C:6]1[CH:24]=[CH:23][C:9]2[S:10][C:11]3[CH:22]=[CH:21][CH:20]=[CH:19][C:12]=3[C:13]([CH2:15][CH2:16][CH2:17][CH3:18])=[N:14][C:8]=2[CH:7]=1)=[O:5].[CH:26]1([Mg]Cl)[CH2:31][CH2:30][CH2:29][CH2:28][CH2:27]1. (7) Given the product [CH2:27]([O:29][C:30](=[O:35])[CH2:31][CH2:32][CH2:33][NH:1][C:2]1[N:6]([CH2:7][C:8]2[CH:9]=[CH:10][C:11]([O:14][CH3:15])=[CH:12][CH:13]=2)[N:5]=[CH:4][C:3]=1[C:16]([O:18][CH2:19][CH3:20])=[O:17])[CH3:28], predict the reactants needed to synthesize it. The reactants are: [NH2:1][C:2]1[N:6]([CH2:7][C:8]2[CH:13]=[CH:12][C:11]([O:14][CH3:15])=[CH:10][CH:9]=2)[N:5]=[CH:4][C:3]=1[C:16]([O:18][CH2:19][CH3:20])=[O:17].C([O-])([O-])=O.[K+].[K+].[CH2:27]([O:29][C:30](=[O:35])[CH2:31][CH2:32][CH2:33]Br)[CH3:28].O.